This data is from Forward reaction prediction with 1.9M reactions from USPTO patents (1976-2016). The task is: Predict the product of the given reaction. (1) Given the reactants [Cl:1][C:2]1[CH:3]=[C:4]([CH2:21]O)[CH:5]=[C:6]([Cl:20])[C:7]=1[O:8][C:9]1[CH:14]=[CH:13][C:12]([O:15]C)=[C:11]([CH:17]([CH3:19])[CH3:18])[CH:10]=1.B(Br)(Br)[Br:24], predict the reaction product. The product is: [Br:24][CH2:21][C:4]1[CH:3]=[C:2]([Cl:1])[C:7]([O:8][C:9]2[CH:14]=[CH:13][C:12]([OH:15])=[C:11]([CH:17]([CH3:19])[CH3:18])[CH:10]=2)=[C:6]([Cl:20])[CH:5]=1. (2) The product is: [F:1][C:2]1[CH:7]=[CH:6][C:5]([C@@H:8]([N:12]2[CH2:17][CH2:16][CH2:15]/[C:14](=[CH:18]\[C:19]3[CH:24]=[CH:23][C:22]([N:25]4[CH:29]=[C:28]([CH3:30])[N:27]=[CH:26]4)=[C:21]([O:31][CH3:32])[CH:20]=3)/[C:13]2=[O:33])[C@H:9]([O:11][CH3:39])[CH3:10])=[CH:4][CH:3]=1. Given the reactants [F:1][C:2]1[CH:7]=[CH:6][C:5]([C@@H:8]([N:12]2[CH2:17][CH2:16][CH2:15]/[C:14](=[CH:18]\[C:19]3[CH:24]=[CH:23][C:22]([N:25]4[CH:29]=[C:28]([CH3:30])[N:27]=[CH:26]4)=[C:21]([O:31][CH3:32])[CH:20]=3)/[C:13]2=[O:33])[C@H:9]([OH:11])[CH3:10])=[CH:4][CH:3]=1.[H-].[Na+].CI.O.[C:39](=O)(O)[O-].[Na+], predict the reaction product. (3) Given the reactants [OH-].[Na+].C([O:5][C:6](=[O:28])[CH2:7][C:8]1[CH:13]=[CH:12][C:11]([NH:14][C:15]([C:17]2[O:18][C:19]([C:22]3[CH:27]=[CH:26][CH:25]=[CH:24][CH:23]=3)=[CH:20][CH:21]=2)=[O:16])=[CH:10][CH:9]=1)C, predict the reaction product. The product is: [C:22]1([C:19]2[O:18][C:17]([C:15]([NH:14][C:11]3[CH:10]=[CH:9][C:8]([CH2:7][C:6]([OH:28])=[O:5])=[CH:13][CH:12]=3)=[O:16])=[CH:21][CH:20]=2)[CH:23]=[CH:24][CH:25]=[CH:26][CH:27]=1. (4) Given the reactants [CH:1]1([N:13]2[CH2:18][CH2:17][C:16](=O)[CH2:15][CH2:14]2)[C:11]2=[C:12]3[C:7](=[CH:8][CH:9]=[CH:10]2)[CH:6]=[CH:5][CH:4]=[C:3]3[CH2:2]1.[C:20]1([NH2:27])[CH:25]=[CH:24][CH:23]=[CH:22][C:21]=1[NH2:26].C(O[BH-](OC(=O)C)OC(=O)C)(=O)C.[Na+].C(=O)([O-])[O-].[K+].[K+], predict the reaction product. The product is: [CH:1]1([N:13]2[CH2:18][CH2:17][CH:16]([NH:26][C:21]3[C:20]([NH2:27])=[CH:25][CH:24]=[CH:23][CH:22]=3)[CH2:15][CH2:14]2)[C:11]2=[C:12]3[C:7](=[CH:8][CH:9]=[CH:10]2)[CH:6]=[CH:5][CH:4]=[C:3]3[CH2:2]1. (5) Given the reactants Br[C:2]1[CH:7]=[CH:6][C:5]([Br:8])=[CH:4][N:3]=1.BrC1C=CC(C(CCCCCCC(OCC)=O)=O)=CC=1.[CH3:29][O:30][C:31]1[CH:32]=[C:33](B(O)O)[CH:34]=[CH:35][C:36]=1[O:37][CH3:38].S1C=CC(B(O)O)=C1, predict the reaction product. The product is: [CH3:29][O:30][C:31]1[CH:32]=[C:33]([C:2]2[CH:7]=[CH:6][C:5]([Br:8])=[CH:4][N:3]=2)[CH:34]=[CH:35][C:36]=1[O:37][CH3:38]. (6) Given the reactants Cl[C:2]1[N:13]=[CH:12][CH:11]=[CH:10][C:3]=1[C:4]([NH:6][CH2:7][C:8]#[CH:9])=[O:5].[CH3:14][O:15][C:16]1[CH:22]=[CH:21][C:20]([O:23][CH3:24])=[CH:19][C:17]=1[NH2:18], predict the reaction product. The product is: [CH3:14][O:15][C:16]1[CH:22]=[CH:21][C:20]([O:23][CH3:24])=[CH:19][C:17]=1[NH:18][C:2]1[N:13]=[CH:12][CH:11]=[CH:10][C:3]=1[C:4]([NH:6][CH2:7][C:8]#[CH:9])=[O:5]. (7) Given the reactants [CH3:1][O:2][CH2:3][CH2:4][N:5]([CH3:15])[C:6]1[CH:11]=[CH:10][C:9]([N+:12]([O-])=O)=[CH:8][CH:7]=1.[OH-].[Na+], predict the reaction product. The product is: [CH3:1][O:2][CH2:3][CH2:4][N:5]([CH3:15])[C:6]1[CH:11]=[CH:10][C:9]([NH2:12])=[CH:8][CH:7]=1. (8) Given the reactants [CH2:1](Br)[C:2]#[CH:3].[CH3:5][O:6][C:7](=[O:16])[C:8]1[CH:13]=[C:12]([OH:14])[CH:11]=[CH:10][C:9]=1[OH:15].C([O-])([O-])=O.[K+].[K+], predict the reaction product. The product is: [CH3:5][O:6][C:7](=[O:16])[C:8]1[CH:13]=[C:12]([O:14][CH2:3][C:2]#[CH:1])[CH:11]=[CH:10][C:9]=1[OH:15].